Dataset: Retrosynthesis with 50K atom-mapped reactions and 10 reaction types from USPTO. Task: Predict the reactants needed to synthesize the given product. (1) Given the product FC(F)(F)c1nnc2ccc(N3CCN(Cc4ccsc4)CC3)nn12, predict the reactants needed to synthesize it. The reactants are: FC(F)(F)c1nnc2ccc(N3CCNCC3)nn12.O=Cc1ccsc1. (2) The reactants are: CCc1cccc(CC)c1S(=O)(=O)Cl.Cc1c(N)cc(C(F)(F)F)cc1C(F)(F)F. Given the product CCc1cccc(CC)c1S(=O)(=O)Nc1cc(C(F)(F)F)cc(C(F)(F)F)c1C, predict the reactants needed to synthesize it. (3) The reactants are: CCCc1c(CCl)ccc(C(C)=O)c1O.CCOC(=O)CSc1nnc(S)s1. Given the product CCCc1c(CSc2nnc(SCC(=O)OCC)s2)ccc(C(C)=O)c1O, predict the reactants needed to synthesize it. (4) Given the product CCc1cc(C2CC2)c(C(=O)NN)cc1C(=O)N1CCC(F)(c2ccc(C#N)cc2)CC1, predict the reactants needed to synthesize it. The reactants are: CCc1cc(C2CC2)c(C(=O)OC)cc1C(=O)N1CCC(F)(c2ccc(C#N)cc2)CC1.NN. (5) Given the product CNC(=O)c1cc(F)cc(F)c1Nc1nc(Nc2ccc3c(c2)NC(=O)CCC3)ncc1Cl, predict the reactants needed to synthesize it. The reactants are: CNC(=O)c1cc(F)cc(F)c1Nc1nc(Cl)ncc1Cl.Nc1ccc2c(c1)NC(=O)CCC2. (6) The reactants are: O=CC1=C(c2cccc3ccc(Cl)cc23)N2CCN=C2S1. Given the product OCC1=C(c2cccc3ccc(Cl)cc23)N2CCN=C2S1, predict the reactants needed to synthesize it. (7) The reactants are: CC(C)(C)OC(=O)N1CCC[C@]2(C1)CN(c1ccc(N)nc1)C(=O)O2.CN(C)C(=O)c1cc2cnc(Cl)nc2n1C1CCCC1. Given the product CN(C)C(=O)c1cc2cnc(Nc3ccc(N4C[C@@]5(CCCN(C(=O)OC(C)(C)C)C5)OC4=O)cn3)nc2n1C1CCCC1, predict the reactants needed to synthesize it.